From a dataset of NCI-60 drug combinations with 297,098 pairs across 59 cell lines. Regression. Given two drug SMILES strings and cell line genomic features, predict the synergy score measuring deviation from expected non-interaction effect. (1) Drug 1: C(CN)CNCCSP(=O)(O)O. Drug 2: COCCOC1=C(C=C2C(=C1)C(=NC=N2)NC3=CC=CC(=C3)C#C)OCCOC.Cl. Cell line: U251. Synergy scores: CSS=-15.5, Synergy_ZIP=7.49, Synergy_Bliss=-4.51, Synergy_Loewe=-17.6, Synergy_HSA=-18.2. (2) Drug 1: CC1=CC=C(C=C1)C2=CC(=NN2C3=CC=C(C=C3)S(=O)(=O)N)C(F)(F)F. Drug 2: C1CC(C1)(C(=O)O)C(=O)O.[NH2-].[NH2-].[Pt+2]. Cell line: MCF7. Synergy scores: CSS=10.2, Synergy_ZIP=-5.90, Synergy_Bliss=-3.18, Synergy_Loewe=0.816, Synergy_HSA=1.24.